From a dataset of Full USPTO retrosynthesis dataset with 1.9M reactions from patents (1976-2016). Predict the reactants needed to synthesize the given product. (1) Given the product [Cl:1][C:2]1[CH:3]=[CH:4][C:5]([C:8]2[N:12]([CH:13]3[CH2:14][CH2:15]3)[C:11](=[O:16])[N:10]([CH:17]([CH3:21])[C:18]([NH:34][C@H:32]([C:22]3[C:31]4[C:26](=[CH:27][CH:28]=[CH:29][CH:30]=4)[CH:25]=[CH:24][CH:23]=3)[CH3:33])=[O:20])[N:9]=2)=[CH:6][CH:7]=1, predict the reactants needed to synthesize it. The reactants are: [Cl:1][C:2]1[CH:7]=[CH:6][C:5]([C:8]2[N:12]([CH:13]3[CH2:15][CH2:14]3)[C:11](=[O:16])[N:10]([CH:17]([CH3:21])[C:18]([OH:20])=O)[N:9]=2)=[CH:4][CH:3]=1.[C:22]1([CH:32]([NH2:34])[CH3:33])[C:31]2[C:26](=[CH:27][CH:28]=[CH:29][CH:30]=2)[CH:25]=[CH:24][CH:23]=1.C1C=CC2N(O)N=NC=2C=1.CCN=C=NCCCN(C)C.Cl. (2) Given the product [Cl:1][C:2]1[CH:3]=[CH:4][C:5]([N+:11]([O-:13])=[O:12])=[C:6]([C:8](=[O:10])[CH:9]=[CH:16][N:17]([CH3:19])[CH3:18])[CH:7]=1, predict the reactants needed to synthesize it. The reactants are: [Cl:1][C:2]1[CH:3]=[CH:4][C:5]([N+:11]([O-:13])=[O:12])=[C:6]([C:8](=[O:10])[CH3:9])[CH:7]=1.CO[CH:16](OC)[N:17]([CH3:19])[CH3:18]. (3) Given the product [F:3][C:4]1[CH:5]=[C:6]([CH:11]2[CH2:16][N:15]([C:17]([O:19][C:20]([CH3:23])([CH3:22])[CH3:21])=[O:18])[CH:14]([CH:24]3[CH2:25][CH2:26][O:27][CH2:28][CH2:29]3)[C:13](=[O:30])[N:12]2[CH2:32][C:33]([O:35][CH3:36])=[O:34])[CH:7]=[C:8]([F:10])[CH:9]=1, predict the reactants needed to synthesize it. The reactants are: [H-].[Na+].[F:3][C:4]1[CH:5]=[C:6]([CH:11]2[CH2:16][N:15]([C:17]([O:19][C:20]([CH3:23])([CH3:22])[CH3:21])=[O:18])[CH:14]([CH:24]3[CH2:29][CH2:28][O:27][CH2:26][CH2:25]3)[C:13](=[O:30])[NH:12]2)[CH:7]=[C:8]([F:10])[CH:9]=1.Br[CH2:32][C:33]([O:35][CH3:36])=[O:34]. (4) Given the product [S:14](=[O:16])(=[O:15])([O:10][CH2:9][CH2:8][CH2:7][C:1]1[CH:6]=[CH:5][CH:4]=[CH:3][CH:2]=1)[NH2:17], predict the reactants needed to synthesize it. The reactants are: [C:1]1([CH2:7][CH2:8][CH2:9][OH:10])[CH:6]=[CH:5][CH:4]=[CH:3][CH:2]=1.[H-].[Na+].Cl[S:14]([N:17]=C=O)(=[O:16])=[O:15].C(O)=O.